From a dataset of NCI-60 drug combinations with 297,098 pairs across 59 cell lines. Regression. Given two drug SMILES strings and cell line genomic features, predict the synergy score measuring deviation from expected non-interaction effect. (1) Drug 1: CC1=C(N=C(N=C1N)C(CC(=O)N)NCC(C(=O)N)N)C(=O)NC(C(C2=CN=CN2)OC3C(C(C(C(O3)CO)O)O)OC4C(C(C(C(O4)CO)O)OC(=O)N)O)C(=O)NC(C)C(C(C)C(=O)NC(C(C)O)C(=O)NCCC5=NC(=CS5)C6=NC(=CS6)C(=O)NCCC[S+](C)C)O. Drug 2: C(CCl)NC(=O)N(CCCl)N=O. Cell line: MALME-3M. Synergy scores: CSS=14.6, Synergy_ZIP=-5.66, Synergy_Bliss=-4.35, Synergy_Loewe=-8.58, Synergy_HSA=-2.95. (2) Drug 1: COC1=NC(=NC2=C1N=CN2C3C(C(C(O3)CO)O)O)N. Drug 2: CC12CCC3C(C1CCC2OP(=O)(O)O)CCC4=C3C=CC(=C4)OC(=O)N(CCCl)CCCl.[Na+]. Cell line: TK-10. Synergy scores: CSS=9.90, Synergy_ZIP=-9.52, Synergy_Bliss=-14.6, Synergy_Loewe=-14.2, Synergy_HSA=-14.0. (3) Drug 1: CC1C(C(CC(O1)OC2CC(CC3=C2C(=C4C(=C3O)C(=O)C5=C(C4=O)C(=CC=C5)OC)O)(C(=O)CO)O)N)O.Cl. Drug 2: COCCOC1=C(C=C2C(=C1)C(=NC=N2)NC3=CC=CC(=C3)C#C)OCCOC.Cl. Cell line: SK-MEL-28. Synergy scores: CSS=-1.51, Synergy_ZIP=3.18, Synergy_Bliss=3.44, Synergy_Loewe=-1.33, Synergy_HSA=-1.56. (4) Drug 1: CCC1(CC2CC(C3=C(CCN(C2)C1)C4=CC=CC=C4N3)(C5=C(C=C6C(=C5)C78CCN9C7C(C=CC9)(C(C(C8N6C)(C(=O)OC)O)OC(=O)C)CC)OC)C(=O)OC)O.OS(=O)(=O)O. Drug 2: B(C(CC(C)C)NC(=O)C(CC1=CC=CC=C1)NC(=O)C2=NC=CN=C2)(O)O. Cell line: SK-MEL-28. Synergy scores: CSS=21.9, Synergy_ZIP=-1.55, Synergy_Bliss=-5.74, Synergy_Loewe=-15.6, Synergy_HSA=-6.74. (5) Drug 1: C1=NC2=C(N1)C(=S)N=CN2. Drug 2: C(CN)CNCCSP(=O)(O)O. Cell line: NCI-H522. Synergy scores: CSS=29.3, Synergy_ZIP=-6.02, Synergy_Bliss=-7.75, Synergy_Loewe=-37.7, Synergy_HSA=-8.23. (6) Drug 1: C1CNP(=O)(OC1)N(CCCl)CCCl. Drug 2: N.N.Cl[Pt+2]Cl. Cell line: K-562. Synergy scores: CSS=34.2, Synergy_ZIP=-4.52, Synergy_Bliss=-0.767, Synergy_Loewe=3.23, Synergy_HSA=3.63.